From a dataset of Forward reaction prediction with 1.9M reactions from USPTO patents (1976-2016). Predict the product of the given reaction. (1) Given the reactants [C:1]1([NH:7][CH2:8][CH2:9][NH2:10])[CH:6]=[CH:5][CH:4]=[CH:3][CH:2]=1.CC(OC(OC(OC(C)(C)C)=O)=O)(C)C.[F:26][C:27]1[CH:28]=[C:29]([CH:32]=[CH:33][C:34]=1[F:35])[CH2:30]Br.[N:36]#[C:37]Br, predict the reaction product. The product is: [F:26][C:27]1[CH:28]=[C:29]([CH:32]=[CH:33][C:34]=1[F:35])[CH2:30][N:10]1[CH2:9][CH2:8][N:7]([C:1]2[CH:6]=[CH:5][CH:4]=[CH:3][CH:2]=2)[C:37]1=[NH:36]. (2) Given the reactants [CH3:1][C:2]1[CH:23]=[CH:22][CH:21]=[C:20]([CH3:24])[C:3]=1[CH2:4][O:5][C:6]1[CH:7]=[C:8]([CH2:12][CH2:13][CH2:14][C:15]([O:17]CC)=[O:16])[CH:9]=[CH:10][CH:11]=1.[OH-].[Na+], predict the reaction product. The product is: [CH3:1][C:2]1[CH:23]=[CH:22][CH:21]=[C:20]([CH3:24])[C:3]=1[CH2:4][O:5][C:6]1[CH:7]=[C:8]([CH2:12][CH2:13][CH2:14][C:15]([OH:17])=[O:16])[CH:9]=[CH:10][CH:11]=1. (3) Given the reactants Br[C:2]1[CH:11]=[C:10]2[C:5]([C:6]([C:13]3[N:14]=[C:15]([CH3:18])[S:16][CH:17]=3)=[CH:7][C:8](=[O:12])[O:9]2)=[CH:4][CH:3]=1.C(N(CC)CC)C.[C]=O, predict the reaction product. The product is: [CH3:18][C:15]1[S:16][CH:17]=[C:13]([C:6]2[C:5]3[C:10](=[CH:11][C:2]([C:8]([O:9][CH3:10])=[O:12])=[CH:3][CH:4]=3)[O:9][C:8](=[O:12])[CH:7]=2)[N:14]=1. (4) Given the reactants Br[C:2]1[CH:11]=[CH:10][C:5]2[N:6]([CH3:9])[CH:7]=[N:8][C:4]=2[CH:3]=1.C([O-])(=O)C.[K+].[CH3:17][C:18]1([CH3:34])[C:22]([CH3:24])([CH3:23])[O:21][B:20]([B:20]2[O:21][C:22]([CH3:24])([CH3:23])[C:18]([CH3:34])([CH3:17])[O:19]2)[O:19]1, predict the reaction product. The product is: [CH3:9][N:6]1[C:5]2[CH:10]=[CH:11][C:2]([B:20]3[O:21][C:22]([CH3:24])([CH3:23])[C:18]([CH3:34])([CH3:17])[O:19]3)=[CH:3][C:4]=2[N:8]=[CH:7]1. (5) Given the reactants [CH2:1]([N:3]([CH2:23][CH3:24])[C:4](=[O:22])[C:5]1[CH:10]=[CH:9][C:8](/[CH:11]=[CH:12]/B2OC(C)(C)C(C)(C)O2)=[CH:7][CH:6]=1)[CH3:2].[C:25]([O:29][C:30]([N:32]1[CH2:37][CH2:36][N:35]([C:38]2[NH:39][C:40]([C:45]3[CH:50]=[CH:49][N:48]=[C:47](Cl)[CH:46]=3)=[CH:41][C:42]=2[C:43]#[N:44])[CH2:34][CH2:33]1)=[O:31])([CH3:28])([CH3:27])[CH3:26], predict the reaction product. The product is: [C:25]([O:29][C:30]([N:32]1[CH2:33][CH2:34][N:35]([C:38]2[NH:39][C:40]([C:45]3[CH:50]=[CH:49][N:48]=[C:47](/[CH:12]=[CH:11]/[C:8]4[CH:7]=[CH:6][C:5]([C:4](=[O:22])[N:3]([CH2:1][CH3:2])[CH2:23][CH3:24])=[CH:10][CH:9]=4)[CH:46]=3)=[CH:41][C:42]=2[C:43]#[N:44])[CH2:36][CH2:37]1)=[O:31])([CH3:28])([CH3:26])[CH3:27].